Dataset: Full USPTO retrosynthesis dataset with 1.9M reactions from patents (1976-2016). Task: Predict the reactants needed to synthesize the given product. (1) Given the product [Cl:35][C:36]1[CH:41]=[CH:40][C:39]([C:2]2[C:3]3[N:4]([C:15](=[O:29])[N:16]([CH2:18][C:19]4[CH:20]=[N:21][C:22]([C:25]([F:27])([F:28])[F:26])=[CH:23][CH:24]=4)[N:17]=3)[CH:5]=[CH:6][C:7]=2[C:8]2[CH:9]=[CH:10][C:11]([CH3:14])=[CH:12][CH:13]=2)=[CH:38][CH:37]=1, predict the reactants needed to synthesize it. The reactants are: Cl[C:2]1[C:3]2[N:4]([C:15](=[O:29])[N:16]([CH2:18][C:19]3[CH:20]=[N:21][C:22]([C:25]([F:28])([F:27])[F:26])=[CH:23][CH:24]=3)[N:17]=2)[CH:5]=[CH:6][C:7]=1[C:8]1[CH:13]=[CH:12][C:11]([CH3:14])=[CH:10][CH:9]=1.C1COCC1.[Cl:35][C:36]1[CH:41]=[CH:40][C:39](B(O)O)=[CH:38][CH:37]=1.C([O-])([O-])=O.[K+].[K+]. (2) Given the product [CH2:53]([O:52][P:48](/[CH:39]=[CH:1]/[C:3]1[C:4]([O:14][CH2:15][C:16]2[CH:36]=[CH:35][C:19]([O:20][CH2:21][C:22]3[N:23]=[C:24](/[CH:28]=[CH:29]/[C:30]([O:32][CH2:33][CH3:34])=[O:31])[O:25][C:26]=3[CH3:27])=[C:18]([O:37][CH3:38])[CH:17]=2)=[N:5][N:6]([C:8]2[CH:13]=[CH:12][CH:11]=[CH:10][CH:9]=2)[CH:7]=1)([O:49][CH2:50][CH3:51])=[O:55])[CH3:54], predict the reactants needed to synthesize it. The reactants are: [CH:1]([C:3]1[C:4]([O:14][CH2:15][C:16]2[CH:36]=[CH:35][C:19]([O:20][CH2:21][C:22]3[N:23]=[C:24](/[CH:28]=[CH:29]/[C:30]([O:32][CH2:33][CH3:34])=[O:31])[O:25][C:26]=3[CH3:27])=[C:18]([O:37][CH3:38])[CH:17]=2)=[N:5][N:6]([C:8]2[CH:13]=[CH:12][CH:11]=[CH:10][CH:9]=2)[CH:7]=1)=O.[CH2:39]([P:48](=[O:55])([O:52][CH2:53][CH3:54])[O:49][CH2:50][CH3:51])P(=O)(OCC)OCC.CN(C)C=O.[H-].[Na+]. (3) Given the product [CH3:11][C:12]1([CH3:19])[O:16][C@H:15]([CH2:17][O:18][C:2]2[N:7]=[C:6]([NH2:8])[CH:5]=[N:4][CH:3]=2)[CH2:14][O:13]1, predict the reactants needed to synthesize it. The reactants are: Cl[C:2]1[N:7]=[C:6]([NH2:8])[CH:5]=[N:4][CH:3]=1.[H-].[Na+].[CH3:11][C:12]1([CH3:19])[O:16][C@H:15]([CH2:17][OH:18])[CH2:14][O:13]1. (4) Given the product [Cl:1][C:2]1[CH:3]=[C:4]([C@@:9]2([CH2:15][CH2:16][OH:17])[O:14][CH2:13][CH2:12][N:11]([C:30](=[O:31])[C:29]3[CH:33]=[C:34]([C:36]([F:37])([F:38])[F:39])[CH:35]=[C:27]([C:26]([F:25])([F:40])[F:41])[CH:28]=3)[CH2:10]2)[CH:5]=[CH:6][C:7]=1[Cl:8], predict the reactants needed to synthesize it. The reactants are: [Cl:1][C:2]1[CH:3]=[C:4]([C@@:9]2([CH2:15][CH2:16][OH:17])[O:14][CH2:13][CH2:12][NH:11][CH2:10]2)[CH:5]=[CH:6][C:7]=1[Cl:8].C(N(CC)CC)C.[F:25][C:26]([F:41])([F:40])[C:27]1[CH:28]=[C:29]([CH:33]=[C:34]([C:36]([F:39])([F:38])[F:37])[CH:35]=1)[C:30](Cl)=[O:31].O. (5) Given the product [Cl:1][C:2]1[N:7]=[C:6]([NH:9][C:10]2[CH:11]=[C:12]([C:15]([CH3:18])([CH3:17])[CH3:16])[NH:13][N:14]=2)[CH:5]=[CH:4][N:3]=1, predict the reactants needed to synthesize it. The reactants are: [Cl:1][C:2]1[N:7]=[C:6](Cl)[CH:5]=[CH:4][N:3]=1.[NH2:9][C:10]1[NH:14][N:13]=[C:12]([C:15]([CH3:18])([CH3:17])[CH3:16])[CH:11]=1.CCN(C(C)C)C(C)C.